From a dataset of Forward reaction prediction with 1.9M reactions from USPTO patents (1976-2016). Predict the product of the given reaction. (1) Given the reactants [Cl:1][CH2:2][CH2:3][CH2:4][S:5]([O:8][CH2:9][C:10]([CH3:26])([CH3:25])[C@@H:11]([O:15][CH2:16][C:17]1[CH:22]=[CH:21][C:20]([O:23][CH3:24])=[CH:19][CH:18]=1)[C:12]([OH:14])=[O:13])(=[O:7])=[O:6].C(Cl)(=O)C(Cl)=O.[C:33]1([C@H:39](O)[CH3:40])[CH:38]=[CH:37][CH:36]=[CH:35][CH:34]=1.N1C=CC=CC=1, predict the reaction product. The product is: [Cl:1][CH2:2][CH2:3][CH2:4][S:5]([O:8][CH2:9][C:10]([CH3:26])([CH3:25])[C@@H:11]([O:15][CH2:16][C:17]1[CH:22]=[CH:21][C:20]([O:23][CH3:24])=[CH:19][CH:18]=1)[C:12]([O:14][C@@H:39]([C:33]1[CH:38]=[CH:37][CH:36]=[CH:35][CH:34]=1)[CH3:40])=[O:13])(=[O:7])=[O:6]. (2) Given the reactants [C:1]([O:5][C:6]([N:8]1[CH2:13][CH2:12][CH:11]([C:14]([OH:16])=[O:15])[CH2:10][CH2:9]1)=[O:7])([CH3:4])([CH3:3])[CH3:2].[CH2:17](Br)[C:18]1[CH:23]=[CH:22][CH:21]=[CH:20][CH:19]=1.C(=O)([O-])[O-].[K+].[K+], predict the reaction product. The product is: [C:1]([O:5][C:6]([N:8]1[CH2:13][CH2:12][CH:11]([C:14]([O:16][CH2:17][C:18]2[CH:23]=[CH:22][CH:21]=[CH:20][CH:19]=2)=[O:15])[CH2:10][CH2:9]1)=[O:7])([CH3:4])([CH3:2])[CH3:3]. (3) Given the reactants CCN(C(C)C)C(C)C.[CH:10]1[C:22]2[NH:21][C:20]3[C:15](=[CH:16][CH:17]=[CH:18][CH:19]=3)[C:14]=2[CH:13]=[C:12]([C:23]([OH:25])=O)[CH:11]=1.C1C=CC2N(O)N=NC=2C=1.CCN=C=NCCCN(C)C.Cl.[NH2:48][CH2:49][C:50]([N:52]1[CH2:57][CH2:56][CH:55]([O:58][C:59]2[CH:64]=[CH:63][CH:62]=[C:61]([C:65]([F:68])([F:67])[F:66])[CH:60]=2)[CH2:54][CH2:53]1)=[O:51], predict the reaction product. The product is: [O:51]=[C:50]([N:52]1[CH2:53][CH2:54][CH:55]([O:58][C:59]2[CH:64]=[CH:63][CH:62]=[C:61]([C:65]([F:68])([F:66])[F:67])[CH:60]=2)[CH2:56][CH2:57]1)[CH2:49][NH:48][C:23]([C:12]1[CH:11]=[CH:10][C:22]2[NH:21][C:20]3[C:15]([C:14]=2[CH:13]=1)=[CH:16][CH:17]=[CH:18][CH:19]=3)=[O:25]. (4) Given the reactants [CH2:1]([N:8]1[CH2:13][CH2:12][CH:11]([C:14]([O:16]CC)=[O:15])[CH2:10][CH2:9]1)[C:2]1[CH:7]=[CH:6][CH:5]=[CH:4][CH:3]=1.[OH-].[Na+:20], predict the reaction product. The product is: [CH2:1]([N:8]1[CH2:9][CH2:10][CH:11]([C:14]([O-:16])=[O:15])[CH2:12][CH2:13]1)[C:2]1[CH:3]=[CH:4][CH:5]=[CH:6][CH:7]=1.[Na+:20]. (5) Given the reactants I[C:2]1[CH:3]=[N:4][N:5]2[CH2:10][CH2:9][N:8]([C:11]([NH:13][C:14]3[CH:19]=[CH:18][CH:17]=[CH:16][CH:15]=3)=[O:12])[CH2:7][C:6]=12.C([Mg]Cl)(C)C.C(O[B:29]1[O:33][C:32]([CH3:35])([CH3:34])[C:31]([CH3:37])([CH3:36])[O:30]1)(C)C, predict the reaction product. The product is: [C:14]1([NH:13][C:11]([N:8]2[CH2:9][CH2:10][N:5]3[N:4]=[CH:3][C:2]([B:29]4[O:33][C:32]([CH3:35])([CH3:34])[C:31]([CH3:37])([CH3:36])[O:30]4)=[C:6]3[CH2:7]2)=[O:12])[CH:19]=[CH:18][CH:17]=[CH:16][CH:15]=1. (6) Given the reactants [CH2:1]([O:3][C:4]1[C:12]2[CH2:11][N:10]([C:13]3[CH:18]=[CH:17][C:16]([CH2:19][C:20]([O:22]CC)=[O:21])=[C:15]([F:25])[CH:14]=3)[C:9](=[O:26])[C:8]=2[C:7]([O:27][CH2:28][CH3:29])=[C:6]2[CH:30]=[CH:31][CH:32]=[CH:33][C:5]=12)[CH3:2].[OH-].[Na+], predict the reaction product. The product is: [CH2:1]([O:3][C:4]1[C:12]2[CH2:11][N:10]([C:13]3[CH:18]=[CH:17][C:16]([CH2:19][C:20]([OH:22])=[O:21])=[C:15]([F:25])[CH:14]=3)[C:9](=[O:26])[C:8]=2[C:7]([O:27][CH2:28][CH3:29])=[C:6]2[CH:30]=[CH:31][CH:32]=[CH:33][C:5]=12)[CH3:2].